Dataset: Forward reaction prediction with 1.9M reactions from USPTO patents (1976-2016). Task: Predict the product of the given reaction. (1) Given the reactants [Cl:1][C:2]1[CH:3]=[C:4]2[C:9](=[CH:10][C:11]=1[O:12][C:13]1[CH:18]=[CH:17][C:16]([C:19](=[O:31])[NH:20][CH2:21][CH2:22][C:23]3[CH:28]=[C:27]([Cl:29])[CH:26]=[C:25]([Cl:30])[CH:24]=3)=[CH:15][CH:14]=1)[O:8][CH2:7][CH2:6][CH:5]2[C:32]([O:34]CC)=[O:33].[OH-].[Na+].C1COCC1.Cl, predict the reaction product. The product is: [Cl:1][C:2]1[CH:3]=[C:4]2[C:9](=[CH:10][C:11]=1[O:12][C:13]1[CH:18]=[CH:17][C:16]([C:19](=[O:31])[NH:20][CH2:21][CH2:22][C:23]3[CH:24]=[C:25]([Cl:30])[CH:26]=[C:27]([Cl:29])[CH:28]=3)=[CH:15][CH:14]=1)[O:8][CH2:7][CH2:6][CH:5]2[C:32]([OH:34])=[O:33]. (2) Given the reactants [OH-].[Na+].[CH2:3]([NH:11][C:12](=[O:34])[N:13]([C:15]1[CH:16]=[C:17]([C:21]2[CH:26]=[CH:25][C:24]([CH2:27][CH2:28][C:29]([O:31]CC)=[O:30])=[CH:23][CH:22]=2)[CH:18]=[CH:19][CH:20]=1)[CH3:14])[CH2:4][CH2:5][CH2:6][CH2:7][CH2:8][CH2:9][CH3:10], predict the reaction product. The product is: [CH2:3]([NH:11][C:12](=[O:34])[N:13]([C:15]1[CH:16]=[C:17]([C:21]2[CH:22]=[CH:23][C:24]([CH2:27][CH2:28][C:29]([OH:31])=[O:30])=[CH:25][CH:26]=2)[CH:18]=[CH:19][CH:20]=1)[CH3:14])[CH2:4][CH2:5][CH2:6][CH2:7][CH2:8][CH2:9][CH3:10]. (3) Given the reactants CCN(C(C)C)C(C)C.[F:10][C:11]1[CH:16]=[CH:15][C:14]([C:17]2[O:21][N:20]=[C:19]([C:22]([OH:24])=O)[CH:18]=2)=[CH:13][CH:12]=1.C1(C2ON=C(C(O)=O)C=2)C=CC=CC=1.FC1C=CC(C(=O)C)=CC=1.C1C=CC2N(O)N=NC=2C=1.CCN=C=NCCCN(C)C.Cl.Cl.[NH2:72][CH2:73][C:74]([N:76]1[CH2:81][CH2:80][CH:79]([O:82][C:83]2[CH:84]=[N:85][CH:86]=[C:87]([Cl:89])[CH:88]=2)[CH2:78][CH2:77]1)=[O:75], predict the reaction product. The product is: [Cl:89][C:87]1[CH:88]=[C:83]([O:82][CH:79]2[CH2:78][CH2:77][N:76]([C:74](=[O:75])[CH2:73][NH:72][C:22]([C:19]3[CH:18]=[C:17]([C:14]4[CH:13]=[CH:12][C:11]([F:10])=[CH:16][CH:15]=4)[O:21][N:20]=3)=[O:24])[CH2:81][CH2:80]2)[CH:84]=[N:85][CH:86]=1. (4) Given the reactants [F:1][C:2]1[CH:3]=[C:4]([NH2:19])[CH:5]=[C:6]([F:18])[C:7]=1[C:8]1[N:12]([CH3:13])[N:11]=[C:10]([C:14]([F:17])([F:16])[F:15])[CH:9]=1.[F:20][C:21]1[CH:29]=[CH:28][CH:27]=[C:26]([F:30])[C:22]=1[C:23](Cl)=[O:24].CCN(C(C)C)C(C)C.C([O-])(O)=O.[Na+].C(Cl)Cl, predict the reaction product. The product is: [F:1][C:2]1[CH:3]=[C:4]([NH:19][C:23]([C:22]2[C:21]([F:20])=[CH:29][CH:28]=[CH:27][C:26]=2[F:30])=[O:24])[CH:5]=[C:6]([F:18])[C:7]=1[C:8]1[N:12]([CH3:13])[N:11]=[C:10]([C:14]([F:17])([F:15])[F:16])[CH:9]=1. (5) Given the reactants [ClH:1].Cl.C1(O)CCCCC1.[CH2:10]([O:17][C:18]1[CH:23]=[CH:22][C:21]([CH:24]([C:40]2([OH:46])[CH2:45][CH2:44][CH2:43][CH2:42][CH2:41]2)[C:25]([N:27]2[CH2:31][CH2:30][C@@H:29]([NH:32]C(=O)OC(C)(C)C)[CH2:28]2)=O)=[CH:20][CH:19]=1)[C:11]1[CH:16]=[CH:15][CH:14]=[CH:13][CH:12]=1, predict the reaction product. The product is: [ClH:1].[ClH:1].[NH2:32][C@@H:29]1[CH2:30][CH2:31][N:27]([CH2:25][CH:24]([C:40]2([OH:46])[CH2:45][CH2:44][CH2:43][CH2:42][CH2:41]2)[C:21]2[CH:20]=[CH:19][C:18]([O:17][CH2:10][C:11]3[CH:12]=[CH:13][CH:14]=[CH:15][CH:16]=3)=[CH:23][CH:22]=2)[CH2:28]1. (6) Given the reactants [F:1][C:2]1[CH:7]=[CH:6][CH:5]=[C:4]([F:8])[C:3]=1[N:9]1[C:14]2[N:15]=[C:16](S(C)(=O)=O)[N:17]=[C:18]([C:19]3[CH:20]=[C:21]([NH:26][C:27]([C:29]4[S:30][CH:31]=[CH:32][CH:33]=4)=[O:28])[CH:22]=[CH:23][C:24]=3[CH3:25])[C:13]=2[CH:12]=[CH:11][C:10]1=[O:38].[NH2:39][CH:40]1[CH2:45][CH2:44][N:43](C(OC(C)(C)C)=O)[CH2:42][CH2:41]1, predict the reaction product. The product is: [F:8][C:4]1[CH:5]=[CH:6][CH:7]=[C:2]([F:1])[C:3]=1[N:9]1[C:14]2[N:15]=[C:16]([NH:39][CH:40]3[CH2:45][CH2:44][NH:43][CH2:42][CH2:41]3)[N:17]=[C:18]([C:19]3[CH:20]=[C:21]([NH:26][C:27]([C:29]4[S:30][CH:31]=[CH:32][CH:33]=4)=[O:28])[CH:22]=[CH:23][C:24]=3[CH3:25])[C:13]=2[CH:12]=[CH:11][C:10]1=[O:38].